Dataset: Peptide-MHC class I binding affinity with 185,985 pairs from IEDB/IMGT. Task: Regression. Given a peptide amino acid sequence and an MHC pseudo amino acid sequence, predict their binding affinity value. This is MHC class I binding data. The peptide sequence is FRVVKPNSF. The binding affinity (normalized) is 0.153. The MHC is HLA-A30:01 with pseudo-sequence HLA-A30:01.